From a dataset of Blood-brain barrier permeability classification from the B3DB database. Regression/Classification. Given a drug SMILES string, predict its absorption, distribution, metabolism, or excretion properties. Task type varies by dataset: regression for continuous measurements (e.g., permeability, clearance, half-life) or binary classification for categorical outcomes (e.g., BBB penetration, CYP inhibition). Dataset: b3db_classification. (1) The drug is O=C(O)Cc1ccccc1Oc1ccc(Cl)cc1Cl. The result is 1 (penetrates BBB). (2) The compound is CN1CC(=O)NC1=NC(=O)Nc1cccc(Cl)c1. The result is 1 (penetrates BBB). (3) The molecule is c1ccc2c(c1)CCc1cccc3c1[C@H]2CN1CCCC[C@@H]31. The result is 1 (penetrates BBB). (4) The drug is CC[C@@H](NC(=O)c1cc([N+](=O)[O-])ccc1Cl)c1ccc(C)cc1C. The result is 1 (penetrates BBB).